From a dataset of Forward reaction prediction with 1.9M reactions from USPTO patents (1976-2016). Predict the product of the given reaction. (1) Given the reactants [NH2:1][C:2]1[CH:3]=[C:4]([CH:7]=[C:8]([O:10][C:11]2[CH:12]=[N:13][CH:14]=[N:15][CH:16]=2)[CH:9]=1)[C:5]#[N:6].[F:17][C:18]1[CH:19]=[C:20]([CH:24]=[CH:25][CH:26]=1)[C:21](O)=[O:22].F[P-](F)(F)(F)(F)F.N1(OC(N(C)C)=[N+](C)C)C2N=CC=CC=2N=N1.C(N(CC)C(C)C)(C)C, predict the reaction product. The product is: [C:5]([C:4]1[CH:3]=[C:2]([NH:1][C:21](=[O:22])[C:20]2[CH:24]=[CH:25][CH:26]=[C:18]([F:17])[CH:19]=2)[CH:9]=[C:8]([O:10][C:11]2[CH:16]=[N:15][CH:14]=[N:13][CH:12]=2)[CH:7]=1)#[N:6]. (2) Given the reactants [CH3:1][C:2]1[CH:3]=[C:4]([N:8]2N=NC(C(=O)C)=[N:9]2)[CH:5]=[CH:6][CH:7]=1.NC1C=CC=C(C)C=1.N([O-])=O.[Na+].C([O-])(=O)C.[Na+].[Cl:33][CH:34]([C:40](C)=O)[C:35]([O:37][CH2:38][CH3:39])=[O:36], predict the reaction product. The product is: [Cl:33]/[C:34](=[N:9]\[NH:8][C:4]1[CH:5]=[CH:6][CH:7]=[C:2]([CH3:1])[CH:3]=1)/[C:35]([O:37][CH2:38][CH3:39])=[O:36].[CH3:39][CH:38]1[CH2:40][CH2:34][CH2:35][O:37]1. (3) Given the reactants C[O:2][C:3]([C:5]1[O:6][C:7]([C:10]#[C:11][C:12]2[CH:17]=[CH:16][CH:15]=[CH:14][C:13]=2[F:18])=[CH:8][CH:9]=1)=[O:4].C1COCC1.[OH-].[Na+], predict the reaction product. The product is: [F:18][C:13]1[CH:14]=[CH:15][CH:16]=[CH:17][C:12]=1[C:11]#[C:10][C:7]1[O:6][C:5]([C:3]([OH:4])=[O:2])=[CH:9][CH:8]=1. (4) Given the reactants [Cl:1][C:2]1[N:3]=[C:4]2[C:9](=[CH:10][CH:11]=1)[N:8]=[CH:7][C:6]([C:12](=[O:14])[CH3:13])=[C:5]2[NH:15][C@H:16]1[CH2:21][CH2:20][C@H:19]([CH2:22][N:23]([CH3:25])[CH3:24])[CH2:18][CH2:17]1.CC1(C)C(C)(C)OB([C:34]2[CH:35]=[C:36]3[CH:42]=[CH:41][NH:40][C:37]3=[N:38][CH:39]=2)O1, predict the reaction product. The product is: [ClH:1].[ClH:1].[ClH:1].[CH3:24][N:23]([CH2:22][C@H:19]1[CH2:20][CH2:21][C@H:16]([NH:15][C:5]2[C:4]3[C:9](=[CH:10][CH:11]=[C:2]([C:34]4[CH:35]=[C:36]5[CH:42]=[CH:41][NH:40][C:37]5=[N:38][CH:39]=4)[N:3]=3)[N:8]=[CH:7][C:6]=2[C:12](=[O:14])[CH3:13])[CH2:17][CH2:18]1)[CH3:25].